Task: Predict which catalyst facilitates the given reaction.. Dataset: Catalyst prediction with 721,799 reactions and 888 catalyst types from USPTO (1) Reactant: [CH3:1][O:2][C:3]1[CH:4]=[C:5]([C:11]2[O:15][N:14]=[C:13]([C:16]3[CH:17]=[CH:18][CH:19]=[C:20]4[C:24]=3[NH:23][CH:22]=[C:21]4[CH2:25][CH2:26][C:27]([O:29]CC)=[O:28])[N:12]=2)[CH:6]=[CH:7][C:8]=1[O:9][CH3:10].[CH2:32]1N2CCN(CC2)C1.C(=O)(OC)OC. Product: [CH3:1][O:2][C:3]1[CH:4]=[C:5]([C:11]2[O:15][N:14]=[C:13]([C:16]3[CH:17]=[CH:18][CH:19]=[C:20]4[C:24]=3[N:23]([CH3:32])[CH:22]=[C:21]4[CH2:25][CH2:26][C:27]([OH:29])=[O:28])[N:12]=2)[CH:6]=[CH:7][C:8]=1[O:9][CH3:10]. The catalyst class is: 9. (2) Reactant: [CH:1]([C:4]1[CH:12]=[CH:11][C:7]([C:8]([OH:10])=O)=[CH:6][CH:5]=1)([CH3:3])[CH3:2].C(N(CC)CC)C.C(OC(Cl)=O)C(C)C.[NH:28]([CH2:30][C:31]([O:33][CH2:34][CH3:35])=[O:32])[NH2:29]. The catalyst class is: 410. Product: [CH2:34]([O:33][C:31](=[O:32])[CH2:30][NH:28][NH:29][C:8](=[O:10])[C:7]1[CH:6]=[CH:5][C:4]([CH:1]([CH3:2])[CH3:3])=[CH:12][CH:11]=1)[CH3:35]. (3) Reactant: [F:1][C:2]1[CH:7]=[CH:6][C:5]([C:8]2[O:9][CH2:10][CH:11]([C:13](OC)=[O:14])[N:12]=2)=[CH:4][CH:3]=1.[Cl-].[Li+].[BH4-].[Na+]. Product: [F:1][C:2]1[CH:3]=[CH:4][C:5]([C:8]2[O:9][CH2:10][CH:11]([CH2:13][OH:14])[N:12]=2)=[CH:6][CH:7]=1. The catalyst class is: 8. (4) Reactant: [CH:1]([C:3]1[CH:4]=[N:5][N:6]2[CH:11]=[CH:10][C:9]([C:12]#[N:13])=[CH:8][C:7]=12)=O.S(O)(O)(=O)=O.[CH3:19][NH:20][NH2:21].N1C(C)=CC=CC=1C.[F:30][C:31]1[CH:36]=[CH:35][C:34]([N+:37]([O-:39])=[O:38])=[CH:33][C:32]=1[S:40](Cl)(=[O:42])=[O:41]. Product: [C:12]([C:9]1[CH:10]=[CH:11][N:6]2[N:5]=[CH:4][C:3]([CH:1]=[N:21][N:20]([CH3:19])[S:40]([C:32]3[CH:33]=[C:34]([N+:37]([O-:39])=[O:38])[CH:35]=[CH:36][C:31]=3[F:30])(=[O:42])=[O:41])=[C:7]2[CH:8]=1)#[N:13]. The catalyst class is: 100. (5) Reactant: [CH2:1]([O:8][C:9]1[C:24]([O:25][CH3:26])=[CH:23][C:12]([C:13]([N:15]2[CH2:19][C:18](=[CH2:20])[CH2:17][C@H:16]2[CH2:21][OH:22])=[O:14])=[C:11]([N+:27]([O-])=O)[CH:10]=1)[C:2]1[CH:7]=[CH:6][CH:5]=[CH:4][CH:3]=1.Cl[Sn]Cl.CO.C(Cl)(Cl)Cl.CO. Product: [NH2:27][C:11]1[CH:10]=[C:9]([O:8][CH2:1][C:2]2[CH:3]=[CH:4][CH:5]=[CH:6][CH:7]=2)[C:24]([O:25][CH3:26])=[CH:23][C:12]=1[C:13]([N:15]1[CH2:19][C:18](=[CH2:20])[CH2:17][C@H:16]1[CH2:21][OH:22])=[O:14]. The catalyst class is: 25. (6) Reactant: [OH:1][C:2]1[CH:14]=[C:13]2[C:5]([C:6]3[CH:7]=[CH:8][C:9]([NH:15][C:16](=[O:22])[O:17][C:18]([CH3:21])([CH3:20])[CH3:19])=[CH:10][C:11]=3[NH:12]2)=[CH:4][CH:3]=1.CC1C=CC(S(O[CH2:34][CH2:35][O:36][CH2:37][CH2:38][O:39][CH2:40][CH2:41][F:42])(=O)=O)=CC=1.C([O-])([O-])=O.[Cs+].[Cs+]. Product: [F:42][CH2:41][CH2:40][O:39][CH2:38][CH2:37][O:36][CH2:35][CH2:34][O:1][C:2]1[CH:14]=[C:13]2[C:5]([C:6]3[CH:7]=[CH:8][C:9]([NH:15][C:16](=[O:22])[O:17][C:18]([CH3:19])([CH3:21])[CH3:20])=[CH:10][C:11]=3[NH:12]2)=[CH:4][CH:3]=1. The catalyst class is: 296.